Dataset: Full USPTO retrosynthesis dataset with 1.9M reactions from patents (1976-2016). Task: Predict the reactants needed to synthesize the given product. (1) Given the product [F:21][C:18]1[CH:19]=[CH:20][C:15]([CH2:14][N:36]2[C:37](=[O:38])[N:33]([C:25]3[S:26][C:27]([C:28]([O:30][CH2:31][CH3:32])=[O:29])=[C:23]([CH3:22])[N:24]=3)[CH:34]=[N:35]2)=[CH:16][CH:17]=1, predict the reactants needed to synthesize it. The reactants are: FC(F)(F)C1C=CC(CBr)=CC=1.Br[CH2:14][C:15]1[CH:20]=[CH:19][C:18]([F:21])=[CH:17][CH:16]=1.[CH3:22][C:23]1[N:24]=[C:25]([N:33]2[C:37](=[O:38])[NH:36][N:35]=[CH:34]2)[S:26][C:27]=1[C:28]([O:30][CH2:31][CH3:32])=[O:29]. (2) Given the product [Br:1][C:2]1[CH:9]=[CH:8][C:5]([CH:6]([C:11]2[CH:16]=[CH:15][CH:14]=[CH:13][CH:12]=2)[NH2:7])=[C:4]([CH3:10])[CH:3]=1, predict the reactants needed to synthesize it. The reactants are: [Br:1][C:2]1[CH:9]=[CH:8][C:5]([C:6]#[N:7])=[C:4]([CH3:10])[CH:3]=1.[C:11]1([Mg]Br)[CH:16]=[CH:15][CH:14]=[CH:13][CH:12]=1.[BH4-].[Na+].